The task is: Predict the reactants needed to synthesize the given product.. This data is from Full USPTO retrosynthesis dataset with 1.9M reactions from patents (1976-2016). (1) Given the product [CH3:21][C:20]1[CH:19]=[CH:18][S:17][C:16]=1[C:2]#[C:1][C:3]1[CH:8]=[CH:7][C:6]([CH2:9][CH2:10][C:11]([O:13][CH3:14])=[O:12])=[CH:5][CH:4]=1, predict the reactants needed to synthesize it. The reactants are: [C:1]([C:3]1[CH:8]=[CH:7][C:6]([CH2:9][CH2:10][C:11]([O:13][CH3:14])=[O:12])=[CH:5][CH:4]=1)#[CH:2].Br[C:16]1[S:17][CH:18]=[CH:19][C:20]=1[CH3:21]. (2) Given the product [C:30]([CH:27]1[CH2:28][CH2:29][CH:24]([NH:23][C:22]([C:17]2[CH:16]=[C:15]3[C:20]([CH:21]=[C:12]([C:10]([NH:9][C@@H:4]([C:5]([CH3:8])([CH3:7])[CH3:6])[C:3]([OH:41])=[O:2])=[O:11])[N:13]=[C:14]3[CH2:35][CH:36]3[CH2:37][CH2:38][CH2:39][CH2:40]3)=[CH:19][CH:18]=2)=[O:34])[CH2:25][CH2:26]1)([CH3:33])([CH3:32])[CH3:31], predict the reactants needed to synthesize it. The reactants are: C[O:2][C:3](=[O:41])[C@@H:4]([NH:9][C:10]([C:12]1[N:13]=[C:14]([CH2:35][CH:36]2[CH2:40][CH2:39][CH2:38][CH2:37]2)[C:15]2[C:20]([CH:21]=1)=[CH:19][CH:18]=[C:17]([C:22](=[O:34])[NH:23][CH:24]1[CH2:29][CH2:28][CH:27]([C:30]([CH3:33])([CH3:32])[CH3:31])[CH2:26][CH2:25]1)[CH:16]=2)=[O:11])[C:5]([CH3:8])([CH3:7])[CH3:6].[Li+].[OH-].